From a dataset of Reaction yield outcomes from USPTO patents with 853,638 reactions. Predict the reaction yield, written as a fraction of the theoretical maximum amount of product (1.0 means a 100% yield; for example, 0.34 means a 34% yield). (1) The reactants are C(O)(=O)CCC#C.C([O-])([O-])=O.[K+].[K+].CI.I[C:17]1[CH:22]=[CH:21][C:20]([C:23](=[C:31]2[CH2:36][C:35]([CH3:38])([CH3:37])[CH2:34][C:33]([CH3:40])([CH3:39])[CH2:32]2)[C:24]2[CH:29]=[CH:28][C:27]([OH:30])=[CH:26][CH:25]=2)=[CH:19][CH:18]=1.C(N(CC)C(C)C)(C)C.[C:50]([O:56][CH3:57])(=[O:55])[CH2:51][CH2:52][C:53]#[CH:54].[NH4+].[Cl-]. The catalyst is CN(C=O)C.Cl[Pd](Cl)([P](C1C=CC=CC=1)(C1C=CC=CC=1)C1C=CC=CC=1)[P](C1C=CC=CC=1)(C1C=CC=CC=1)C1C=CC=CC=1.[Cu]I.O. The product is [OH:30][C:27]1[CH:26]=[CH:25][C:24]([C:23](=[C:31]2[CH2:32][C:33]([CH3:40])([CH3:39])[CH2:34][C:35]([CH3:38])([CH3:37])[CH2:36]2)[C:20]2[CH:19]=[CH:18][C:17]([C:54]#[C:53][CH2:52][CH2:51][C:50]([O:56][CH3:57])=[O:55])=[CH:22][CH:21]=2)=[CH:29][CH:28]=1. The yield is 0.760. (2) The reactants are [F:1][C:2]1[CH:3]=[C:4]([C:16]([CH3:23])([CH3:22])[C:17]([O:19][CH2:20][CH3:21])=[O:18])[CH:5]=[C:6](OC(=O)C(F)(F)F)[C:7]=1[F:8].[Cl-].[Li+].[CH:26]([Sn](CCCC)(CCCC)CCCC)=[CH2:27].[F-].[K+]. The catalyst is CN(C=O)C.C(OCC)(=O)C. The product is [CH:26]([C:6]1[CH:5]=[C:4]([C:16]([CH3:22])([CH3:23])[C:17]([O:19][CH2:20][CH3:21])=[O:18])[CH:3]=[C:2]([F:1])[C:7]=1[F:8])=[CH2:27]. The yield is 0.600.